From a dataset of NCI-60 drug combinations with 297,098 pairs across 59 cell lines. Regression. Given two drug SMILES strings and cell line genomic features, predict the synergy score measuring deviation from expected non-interaction effect. (1) Drug 1: CC1=C(N=C(N=C1N)C(CC(=O)N)NCC(C(=O)N)N)C(=O)NC(C(C2=CN=CN2)OC3C(C(C(C(O3)CO)O)O)OC4C(C(C(C(O4)CO)O)OC(=O)N)O)C(=O)NC(C)C(C(C)C(=O)NC(C(C)O)C(=O)NCCC5=NC(=CS5)C6=NC(=CS6)C(=O)NCCC[S+](C)C)O. Drug 2: CC(C)(C#N)C1=CC(=CC(=C1)CN2C=NC=N2)C(C)(C)C#N. Cell line: NCIH23. Synergy scores: CSS=52.4, Synergy_ZIP=-5.02, Synergy_Bliss=-9.05, Synergy_Loewe=-12.0, Synergy_HSA=-8.13. (2) Drug 1: CC12CCC3C(C1CCC2O)C(CC4=C3C=CC(=C4)O)CCCCCCCCCS(=O)CCCC(C(F)(F)F)(F)F. Drug 2: CC(C)NC(=O)C1=CC=C(C=C1)CNNC.Cl. Cell line: COLO 205. Synergy scores: CSS=-8.53, Synergy_ZIP=6.24, Synergy_Bliss=1.18, Synergy_Loewe=-8.47, Synergy_HSA=-8.47. (3) Drug 1: CC1C(C(=O)NC(C(=O)N2CCCC2C(=O)N(CC(=O)N(C(C(=O)O1)C(C)C)C)C)C(C)C)NC(=O)C3=C4C(=C(C=C3)C)OC5=C(C(=O)C(=C(C5=N4)C(=O)NC6C(OC(=O)C(N(C(=O)CN(C(=O)C7CCCN7C(=O)C(NC6=O)C(C)C)C)C)C(C)C)C)N)C. Drug 2: CC1=C2C(C(=O)C3(C(CC4C(C3C(C(C2(C)C)(CC1OC(=O)C(C(C5=CC=CC=C5)NC(=O)C6=CC=CC=C6)O)O)OC(=O)C7=CC=CC=C7)(CO4)OC(=O)C)O)C)OC(=O)C. Cell line: SK-OV-3. Synergy scores: CSS=9.99, Synergy_ZIP=-4.55, Synergy_Bliss=0.353, Synergy_Loewe=-7.24, Synergy_HSA=-0.934. (4) Drug 1: C1=C(C(=O)NC(=O)N1)F. Drug 2: C1=NC2=C(N1)C(=S)N=CN2. Cell line: SW-620. Synergy scores: CSS=48.6, Synergy_ZIP=-4.32, Synergy_Bliss=-7.60, Synergy_Loewe=-5.08, Synergy_HSA=-4.01. (5) Drug 1: C1CC(=O)NC(=O)C1N2C(=O)C3=CC=CC=C3C2=O. Drug 2: CC1C(C(CC(O1)OC2CC(CC3=C2C(=C4C(=C3O)C(=O)C5=CC=CC=C5C4=O)O)(C(=O)C)O)N)O. Cell line: SNB-75. Synergy scores: CSS=46.8, Synergy_ZIP=1.85, Synergy_Bliss=3.40, Synergy_Loewe=-43.1, Synergy_HSA=3.26. (6) Drug 1: C1=CC(=C2C(=C1NCCNCCO)C(=O)C3=C(C=CC(=C3C2=O)O)O)NCCNCCO. Drug 2: COC1=CC(=CC(=C1O)OC)C2C3C(COC3=O)C(C4=CC5=C(C=C24)OCO5)OC6C(C(C7C(O6)COC(O7)C8=CC=CS8)O)O. Cell line: LOX IMVI. Synergy scores: CSS=55.4, Synergy_ZIP=1.31, Synergy_Bliss=0.356, Synergy_Loewe=7.48, Synergy_HSA=9.31. (7) Drug 1: C1=CC(=CC=C1CCCC(=O)O)N(CCCl)CCCl. Drug 2: CN1C(=O)N2C=NC(=C2N=N1)C(=O)N. Cell line: U251. Synergy scores: CSS=33.8, Synergy_ZIP=-2.88, Synergy_Bliss=-3.98, Synergy_Loewe=-6.92, Synergy_HSA=-1.82. (8) Drug 1: C1=CC(=CC=C1C#N)C(C2=CC=C(C=C2)C#N)N3C=NC=N3. Drug 2: C1=CC=C(C=C1)NC(=O)CCCCCCC(=O)NO. Cell line: SF-268. Synergy scores: CSS=-4.75, Synergy_ZIP=1.80, Synergy_Bliss=-0.676, Synergy_Loewe=-22.3, Synergy_HSA=-18.2.